This data is from Forward reaction prediction with 1.9M reactions from USPTO patents (1976-2016). The task is: Predict the product of the given reaction. (1) Given the reactants C([N:8]1[C:12]2[N:13]=[CH:14][C:15]3[CH:16]=[C:17]([C:23]4[C:24]([F:37])=[C:25]([NH:30][S:31]([CH2:34][CH2:35][CH3:36])(=[O:33])=[O:32])[CH:26]=[CH:27][C:28]=4[F:29])[C:18]([O:21][CH3:22])=[CH:19][C:20]=3[C:11]=2[CH:10]=[N:9]1)C1C=CC=CC=1.[NH4+], predict the reaction product. The product is: [F:37][C:24]1[C:23]([C:17]2[C:18]([O:21][CH3:22])=[CH:19][C:20]3[C:11]4[CH:10]=[N:9][NH:8][C:12]=4[N:13]=[CH:14][C:15]=3[CH:16]=2)=[C:28]([F:29])[CH:27]=[CH:26][C:25]=1[NH:30][S:31]([CH2:34][CH2:35][CH3:36])(=[O:32])=[O:33]. (2) Given the reactants [C:1]([C:3]1[CH:8]=[CH:7][C:6]([N:9]([CH2:15][C:16]2[N:20]=[C:19]([CH:21]3[CH2:26][CH2:25][N:24]([S:27]([NH:30]C(=O)OC(C)(C)C)(=[O:29])=[O:28])[CH2:23][CH2:22]3)[O:18][N:17]=2)[CH2:10][C:11]([F:14])([F:13])[F:12])=[CH:5][C:4]=1[C:38]([F:41])([F:40])[F:39])#[N:2].C(O)(C(F)(F)F)=O, predict the reaction product. The product is: [C:1]([C:3]1[CH:8]=[CH:7][C:6]([N:9]([CH2:15][C:16]2[N:20]=[C:19]([CH:21]3[CH2:26][CH2:25][N:24]([S:27]([NH2:30])(=[O:29])=[O:28])[CH2:23][CH2:22]3)[O:18][N:17]=2)[CH2:10][C:11]([F:14])([F:12])[F:13])=[CH:5][C:4]=1[C:38]([F:41])([F:40])[F:39])#[N:2]. (3) The product is: [CH:11]1([CH2:17][O:18][C:2]2[CH:10]=[CH:9][C:5]([C:6]([OH:8])=[O:7])=[CH:4][N:3]=2)[CH2:16][CH2:15][CH2:14][CH2:13][CH2:12]1. Given the reactants Cl[C:2]1[CH:10]=[CH:9][C:5]([C:6]([OH:8])=[O:7])=[CH:4][N:3]=1.[CH:11]1([CH2:17][OH:18])[CH2:16][CH2:15][CH2:14][CH2:13][CH2:12]1.[H-].[Na+], predict the reaction product. (4) Given the reactants [CH3:1][O:2][C:3](=[O:16])[C:4]1[C:9]([N+:10]([O-:12])=[O:11])=[CH:8][CH:7]=[CH:6][C:5]=1[C:13](=[O:15])[CH3:14].[Br:17]C1(Br)C(=O)NC(=O)NC1=O.CCOC(C)=O, predict the reaction product. The product is: [CH3:1][O:2][C:3](=[O:16])[C:4]1[C:9]([N+:10]([O-:12])=[O:11])=[CH:8][CH:7]=[CH:6][C:5]=1[C:13](=[O:15])[CH2:14][Br:17]. (5) Given the reactants [CH2:1]([NH:8][C:9](=[O:33])[N:10]([CH2:31][CH3:32])[CH2:11][C:12]1[CH:17]=[C:16]([C:18]([F:21])([F:20])[F:19])[CH:15]=[CH:14][C:13]=1B1OC(C)(C)C(C)(C)O1)[C:2]1[CH:7]=[CH:6][CH:5]=[CH:4][CH:3]=1.[CH3:34][O:35][C:36](=[O:56])[CH2:37][C:38]1[CH:43]=[C:42]([C:44]([F:47])([F:46])[F:45])[CH:41]=[C:40](OS(C(F)(F)F)(=O)=O)[CH:39]=1, predict the reaction product. The product is: [CH3:34][O:35][C:36](=[O:56])[CH2:37][C:38]1[CH:39]=[C:40]([C:13]2[CH:14]=[CH:15][C:16]([C:18]([F:20])([F:19])[F:21])=[CH:17][C:12]=2[CH2:11][N:10]([CH2:31][CH3:32])[C:9]([NH:8][CH2:1][C:2]2[CH:7]=[CH:6][CH:5]=[CH:4][CH:3]=2)=[O:33])[CH:41]=[C:42]([C:44]([F:46])([F:45])[F:47])[CH:43]=1. (6) Given the reactants CS(Cl)(=O)=O.O[CH2:7][CH2:8][O:9][CH2:10][CH2:11][N:12]([CH:20]([CH3:22])[CH3:21])[C:13](=[O:19])[O:14][C:15]([CH3:18])([CH3:17])[CH3:16].C(N(CC)CC)C.[N-:30]=[N+:31]=[N-:32].[Na+], predict the reaction product. The product is: [N:30]([CH2:7][CH2:8][O:9][CH2:10][CH2:11][N:12]([CH:20]([CH3:22])[CH3:21])[C:13](=[O:19])[O:14][C:15]([CH3:18])([CH3:17])[CH3:16])=[N+:31]=[N-:32]. (7) Given the reactants [C:1]([C:9]1[C:10](C(=O)C2C=CC=CC=2)=[N:11][CH:12]=[CH:13][CH:14]=1)(=[O:8])[C:2]1[CH:7]=[CH:6][CH:5]=[CH:4][CH:3]=1.[C:23]1([NH2:33])[C:32]2[C:27](=[CH:28][CH:29]=[CH:30][CH:31]=2)[CH:26]=[CH:25][CH:24]=1, predict the reaction product. The product is: [C:1]([C:9]1[CH:10]=[N:11][C:12](=[N:33][C:23]2[C:32]3[C:27](=[CH:28][CH:29]=[CH:30][CH:31]=3)[CH:26]=[CH:25][CH:24]=2)[C:13](=[N:33][C:23]2[C:32]3[C:27](=[CH:28][CH:29]=[CH:30][CH:31]=3)[CH:26]=[CH:25][CH:24]=2)[C:14]=1[C:1](=[O:8])[C:2]1[CH:7]=[CH:6][CH:5]=[CH:4][CH:3]=1)(=[O:8])[C:2]1[CH:7]=[CH:6][CH:5]=[CH:4][CH:3]=1. (8) Given the reactants [CH:1]1([CH2:4][O:5][C:6]2[CH:7]=[C:8]([CH:15]([CH2:21][CH:22]([CH3:24])[CH3:23])[C:16]([O:18][CH2:19][CH3:20])=[O:17])[CH:9]=[CH:10][C:11]=2[N+:12]([O-])=O)[CH2:3][CH2:2]1, predict the reaction product. The product is: [NH2:12][C:11]1[CH:10]=[CH:9][C:8]([CH:15]([CH2:21][CH:22]([CH3:24])[CH3:23])[C:16]([O:18][CH2:19][CH3:20])=[O:17])=[CH:7][C:6]=1[O:5][CH2:4][CH:1]1[CH2:3][CH2:2]1. (9) Given the reactants C1C=CC(I(OC(C(F)(F)F)=O)OC(C(F)(F)F)=O)=CC=1.[C:22]([O:26][C:27]([N:29](C(OC(C)(C)C)=O)[C:30]1[N:31]=[CH:32][C:33]([C:38]2[CH:43]=[CH:42][C:41]([S:44]([CH:47]3[CH2:52][CH2:51][CH2:50][N:49]([C:53]([O:55][C:56]([CH3:59])([CH3:58])[CH3:57])=[O:54])[CH2:48]3)(=[O:46])=[O:45])=[CH:40][CH:39]=2)=[N:34][C:35]=1[C:36]#[CH:37])=[O:28])([CH3:25])([CH3:24])[CH3:23].[OH:67][C:68]1[CH:76]=[CH:75][CH:74]=[CH:73][C:69]=1/[CH:70]=[N:71]/[OH:72], predict the reaction product. The product is: [C:22]([O:26][C:27]([NH:29][C:30]1[N:31]=[CH:32][C:33]([C:38]2[CH:39]=[CH:40][C:41]([S:44]([CH:47]3[CH2:52][CH2:51][CH2:50][N:49]([C:53]([O:55][C:56]([CH3:59])([CH3:58])[CH3:57])=[O:54])[CH2:48]3)(=[O:45])=[O:46])=[CH:42][CH:43]=2)=[N:34][C:35]=1[C:36]1[O:72][N:71]=[C:70]([C:69]2[CH:73]=[CH:74][CH:75]=[CH:76][C:68]=2[OH:67])[CH:37]=1)=[O:28])([CH3:24])([CH3:25])[CH3:23]. (10) The product is: [Cl:15][Si:16]1([CH:3]2[C:2]([CH3:1])=[C:6]([CH3:7])[C:5]([CH3:8])=[C:4]2[CH3:9])[CH2:21][CH2:20][CH2:19][CH2:18][CH2:17]1. Given the reactants [CH3:1][C:2]1[CH2:3][C:4]([CH3:9])=[C:5]([CH3:8])[C:6]=1[CH3:7].C([Li])CCC.[Cl:15][Si:16]1(Cl)[CH2:21][CH2:20][CH2:19][CH2:18][CH2:17]1, predict the reaction product.